This data is from Experimentally validated miRNA-target interactions with 360,000+ pairs, plus equal number of negative samples. The task is: Binary Classification. Given a miRNA mature sequence and a target amino acid sequence, predict their likelihood of interaction. (1) The miRNA is hsa-miR-8485 with sequence CACACACACACACACACGUAU. The protein sequence of the target gene is MRSGEPACTMDQARGLDDAAARGGQCPGLGPAPTPTPPGRLGAPYSEAWGYFHLAPGRPGHPSGHWATCRLCGEQVGRGPGFHAGTSALWRHLRSAHRRELESSGAGSSPPAAPCPPPPGPAAAPEGDWARLLEQMGALAVRGSRRERELERRELAVEQGERALERRRRALQEEERAAAQARRELQAEREALQARLRDVSRREGALGWAPAAPPPLKDDPEGDRDGCVITKVLL. Result: 1 (interaction). (2) The miRNA is hsa-miR-548aj-5p with sequence UGCAAAAGUAAUUGCAGUUUUUG. The protein sequence of the target gene is MQPWHGKAMQRASEAGATAPKASARNARGAPMDPTESPAAPEAALPKAGKFGPARKSGSRQKKSAPDTQERPPVRATGARAKKAPQRAQDTQPSDATSAPGAEGLEPPAAREPALSRAGSCRQRGARCSTKPRPPPGPWDVPSPGLPVSAPILVRRDAAPGASKLRAVLEKLKLSRDDISTAAGMVKGVVDHLLLRLKCDSAFRGVGLLNTGSYYEHVKISAPNEFDVMFKLEVPRIQLEEYSNTRAYYFVKFKRNPKENPLSQFLEGEILSASKMLSKFRKIIKEEINDIKDTDVIMKR.... Result: 1 (interaction). (3) The miRNA is hsa-miR-3976 with sequence UAUAGAGAGCAGGAAGAUUAAUGU. The protein sequence of the target gene is MADGEEPEKKRRRIEELLAEKMAVDGGCGDTGDWEGRWNHVKKFLERSGPFTHPDFEPSTESLQFLLDTCKVLVIGAGGLGCELLKNLALSGFRQIHVIDMDTIDVSNLNRQFLFRPKDIGRPKAEVAAEFLNDRVPNCNVVPHFNKIQDFNDTFYRQFHIIVCGLDSIIARRWINGMLISLLNYEDGVLDPSSIVPLIDGGTEGFKGNARVILPGMTACIECTLELYPPQVNFPMCTIASMPRLPEHCIEYVRMLQWPKEQPFGEGVPLDGDDPEHIQWIFQKSLERASQYNIRGVTYR.... Result: 0 (no interaction). (4) The miRNA is mmu-miR-155-5p with sequence UUAAUGCUAAUUGUGAUAGGGGU. The protein sequence of the target gene is MAEASFGSSSPVGSLSSEDHDFDPTAEMLVHDYDDERTLEEEELMDDGKNFSSEIEDLEKEGNMPLEDLLAFYGYESTIPAVANSSANSSPSELADELPDMTLDKEEIAKDLLSGDDEETQSSADDLTPSVTSHETSEFFPRPLRSNTTCDGDKESEIEDVETDSGNSPEDLRREIMIGLEYQAEIPPYLGEYNGDDEKAYENEDQLLWHPGVLLESKVKEYLVETSLRTGNEKVLDRISSGTHTRDNEQALYELLKCNHNIKEAIERYCCNGKASQEGMTAWTEEECRSFEHALMLHGK.... Result: 1 (interaction). (5) The miRNA is hsa-miR-4311 with sequence GAAAGAGAGCUGAGUGUG. The protein sequence of the target gene is MILNWKLLGILVLCLHTRGISGSEGHPSHPPAEDREEAGSPTLPQGPPVPGDPWPGAPPLFEDPPPTRPSRPWRDLPETGVWLPEPPRTDPPQPPRPDDPWPAGPQPPENPWPPAPEVDNRPQEEPDLDPPREEYR. Result: 0 (no interaction). (6) The miRNA is hsa-miR-4308 with sequence UCCCUGGAGUUUCUUCUU. The protein sequence of the target gene is MASKPEKRVASSVFITLAPPRRDVAVAEEVRQAVCEARRGRPWEAPAPMKTPEAGLAGRPSPWTTPGRAAATVPAAPMQLFNGGCPPPPPVLDGEDVLPDLDLLPPPPPPPPVLLPSEEEAPAPMGASLIADLEQLHLSPPPPPPQAPAEGPSVQPGPLRPMEEELPPPPAEPVEKGASTDICAFCHKTVSPRELAVEAMKRQYHAQCFTCRTCRRQLAGQSFYQKDGRPLCEPCYQDTLERCGKCGEVVRDHIIRALGQAFHPSCFTCVTCARCIGDESFALGSQNEVYCLDDFYRKFA.... Result: 1 (interaction). (7) The miRNA is hsa-miR-4742-3p with sequence UCUGUAUUCUCCUUUGCCUGCAG. The protein sequence of the target gene is MFRTAVMMAASLALTGAVVAHAYYLKHQFYPTVVYLTKSSPSMAVLYIQAFVLVFLLGKVMGKVFFGQLRAAEMEHLLERSWYAVTETCLAFTVFRDDFSPRFVALFTLLLFLKCFHWLAEDRVDFMERSPNISWLFHCRIVSLMFLLGILDFLFVSHAYHSILTRGASVQLVFGFEYAILMTMVLTIFIKYVLHSVDLQSENPWDNKAVYMLYTELFTGFIKVLLYMAFMTIMIKVHTFPLFAIRPMYLAMRQFKKAVTDAIMSRRAIRNMNTLYPDATPEELQAMDNVCIICREEMVT.... Result: 0 (no interaction). (8) The miRNA is hsa-miR-887-3p with sequence GUGAACGGGCGCCAUCCCGAGG. The protein sequence of the target gene is MEQYTANSNSSTEQIVVQAGQIQQQQQGGVTAVQLQTEAQVASASGQQVQTLQVVQGQPLMVQVSGGQLITSTGQPIMVQAVPGGQGQTIMQVPVSGTQGLQQIQLVPPGQIQIQGGQAVQVQGQQGQTQQIIIQQPQTAVTAGQTQTQQQIAVQGQQVAQTAEGQTIVYQPVNADGTILQQVTVPVSGMITIPAASLAGAQIVQTGANTNTTSSGQGTVTVTLPVAGNVVNSGGMVMMVPGAGSVPAIQRIPLPGAEMLEEEPLYVNAKQYHRILKRRQARAKLEAEGKIPKERRKYLH.... Result: 0 (no interaction). (9) The protein sequence of the target gene is MWLKPEEVLLKNALKLWVTQKSSCYFILQRRRGHGEGGGRLTGRLVGALDAVLDSNARVAPFRILLQVPGSQVYSPIACGATLEEINQHWDWLEQNLLHTLSVFDNKDDIASFVKGKVKALIAEETSSRLAEQEEEPEKFREALVKFEARFNFPEAEKLVTYYSCCCWKGRVPRQGWLYLSINHLCFYSFFLGKELKLVVPWVDIQKLERTSNVFLTDTIRITTQNKERDFSMFLNLDEVFKVMEQLADVTLRRLLDNEVFDLDPDLQEPSQITKRDLEARAQNEFFRAFFRLPRKEKLH.... The miRNA is rno-miR-22-5p with sequence AGUUCUUCAGUGGCAAGCUUUA. Result: 0 (no interaction).